From a dataset of Reaction yield outcomes from USPTO patents with 853,638 reactions. Predict the reaction yield, written as a fraction of the theoretical maximum amount of product (1.0 means a 100% yield; for example, 0.34 means a 34% yield). (1) The reactants are [Cl:1][C:2]1[N:7]2[N:8]=[C:9]([C:15]3[O:16][CH:17]=[CH:18][C:19]=3[CH3:20])[C:10]([CH:11]([OH:14])[C:12]#[CH:13])=[C:6]2[CH:5]=[CH:4][CH:3]=1. The catalyst is ClCCl.[O-2].[O-2].[Mn+4]. The product is [Cl:1][C:2]1[N:7]2[N:8]=[C:9]([C:15]3[O:16][CH:17]=[CH:18][C:19]=3[CH3:20])[C:10]([C:11](=[O:14])[C:12]#[CH:13])=[C:6]2[CH:5]=[CH:4][CH:3]=1. The yield is 0.620. (2) The reactants are Cl.[NH2:2][OH:3].CO.[OH-].[K+].C[O:9][C:10](=O)[CH2:11][CH2:12][CH2:13][CH2:14][CH2:15][CH2:16][C:17]([NH:19][C:20]1[S:21][CH:22]=[C:23]([C:25]2[CH:30]=[CH:29][CH:28]=[C:27]([NH2:31])[CH:26]=2)[N:24]=1)=[O:18].[OH-].[K+].Cl. The catalyst is O. The product is [NH2:31][C:27]1[CH:26]=[C:25]([C:23]2[N:24]=[C:20]([NH:19][C:17](=[O:18])[CH2:16][CH2:15][CH2:14][CH2:13][CH2:12][CH2:11][C:10]([NH:2][OH:3])=[O:9])[S:21][CH:22]=2)[CH:30]=[CH:29][CH:28]=1. The yield is 0.439. (3) The catalyst is C(O)C. The yield is 0.670. The product is [CH2:29]([O:27][C:25]([C:24]1[N:21]=[C:14]2[N:15]([C:16]3[CH2:20][CH2:19][CH2:18][C:17]=3[C:12]([O:11][CH2:10][CH2:9][O:8][CH2:1][C:2]3[CH:7]=[CH:6][CH:5]=[CH:4][CH:3]=3)=[N:13]2)[CH:23]=1)=[O:26])[CH3:30]. The reactants are [CH2:1]([O:8][CH2:9][CH2:10][O:11][C:12]1[C:17]2[CH2:18][CH2:19][CH2:20][C:16]=2[N:15]=[C:14]([NH2:21])[N:13]=1)[C:2]1[CH:7]=[CH:6][CH:5]=[CH:4][CH:3]=1.Br[CH2:23][C:24](=O)[C:25]([O-:27])=[O:26].[CH2:29]1COC[CH2:30]1. (4) The reactants are Cl.C(N(CC)CCS)C.CC([O-])(C)C.[Na+].[C:16]([C:20]1[C:21]([O:44]CC)=[C:22]([C:26]2[NH:27][C:28]([C:31]3[CH:36]=[CH:35][CH:34]=[C:33]([C:37]([CH3:40])([CH3:39])[CH3:38])[C:32]=3[O:41]CC)=[CH:29][CH:30]=2)[CH:23]=[CH:24][CH:25]=1)([CH3:19])([CH3:18])[CH3:17].Cl. The catalyst is O.CN(C=O)C. The product is [NH:27]1[C:28]([C:31]2[C:32]([OH:41])=[C:33]([C:37]([CH3:40])([CH3:39])[CH3:38])[CH:34]=[CH:35][CH:36]=2)=[CH:29][CH:30]=[C:26]1[C:22]1[C:21]([OH:44])=[C:20]([C:16]([CH3:19])([CH3:18])[CH3:17])[CH:25]=[CH:24][CH:23]=1. The yield is 0.360. (5) The reactants are [CH3:1][C:2]1([CH3:14])[C:6]([CH3:8])([CH3:7])[O:5][B:4]([C:9]2[CH:10]=[N:11][NH:12][CH:13]=2)[O:3]1.C(=O)([O-])[O-].[K+].[K+].Br[CH2:22][CH2:23][CH2:24][C:25]([O:27][CH2:28][CH3:29])=[O:26]. The catalyst is CN(C)C=O. The product is [CH2:28]([O:27][C:25](=[O:26])[CH2:24][CH2:23][CH2:22][N:12]1[CH:13]=[C:9]([B:4]2[O:5][C:6]([CH3:7])([CH3:8])[C:2]([CH3:14])([CH3:1])[O:3]2)[CH:10]=[N:11]1)[CH3:29]. The yield is 0.840. (6) The reactants are [C:1]1(=[O:10])[C:9]2[C:4](=[CH:5][CH:6]=[CH:7][CH:8]=2)[CH2:3][NH:2]1.Br[CH2:12][CH2:13][O:14][C:15]1[CH:20]=[CH:19][CH:18]=[CH:17][CH:16]=1.C([O-])([O-])=O.[Cs+].[Cs+].C1OCCOCCOCCOCCOCCOC1. The catalyst is CC(C)=O.CCCCCC.C(OCC)(=O)C. The product is [O:14]([CH2:13][CH2:12][N:2]1[CH2:3][C:4]2[C:9](=[CH:8][CH:7]=[CH:6][CH:5]=2)[C:1]1=[O:10])[C:15]1[CH:20]=[CH:19][CH:18]=[CH:17][CH:16]=1. The yield is 0.780.